Dataset: Full USPTO retrosynthesis dataset with 1.9M reactions from patents (1976-2016). Task: Predict the reactants needed to synthesize the given product. (1) Given the product [CH:20]1([NH:19][N:16]2[C:17](=[O:18])[C:12]([C:4]3[NH:5][C:6]4[CH:11]=[CH:10][CH:9]=[CH:8][C:7]=4[S:2](=[O:1])(=[O:28])[N:3]=3)=[C:13]([OH:27])[C:14]3[S:26][CH:25]=[CH:24][C:15]2=3)[CH2:21][CH2:22][CH2:37][CH2:36][CH2:35]1, predict the reactants needed to synthesize it. The reactants are: [O:1]=[S:2]1(=[O:28])[C:7]2[CH:8]=[CH:9][CH:10]=[CH:11][C:6]=2[NH:5][C:4]([C:12]2[C:17](=[O:18])[N:16]([N:19]=[CH:20][CH:21](C)[CH3:22])[C:15]3[CH:24]=[CH:25][S:26][C:14]=3[C:13]=2[OH:27])=[N:3]1.CO.[BH4-].[Li+].Cl.O1C[CH2:37][CH2:36][CH2:35]1. (2) Given the product [NH2:28][C:26]1[N:27]=[C:6]2[N:7]([C:8]([CH2:12][C:13]3[CH:18]=[CH:17][C:16]([O:19][CH3:20])=[C:15]([O:21][CH3:22])[C:14]=3[O:23][CH3:24])=[N:9][C:10]3[CH:11]=[C:2]([NH:48][CH:39]([OH:54])[CH3:38])[CH:3]=[CH:4][C:5]=32)[N:25]=1, predict the reactants needed to synthesize it. The reactants are: F[C:2]1[CH:3]=[CH:4][C:5]2[C:6]3[N:7]([N:25]=[C:26]([NH2:28])[N:27]=3)[C:8]([CH2:12][C:13]3[CH:18]=[CH:17][C:16]([O:19][CH3:20])=[C:15]([O:21][CH3:22])[C:14]=3[O:23][CH3:24])=[N:9][C:10]=2[CH:11]=1.O1C2C=CC([CH2:38][C:39]3[N:48]4N=C(N)N=C4C4C=CC(F)=CC=4N=3)=CC=2OC1.[OH:54]CCN. (3) Given the product [CH3:22][O:23][C:24]1[CH:30]=[CH:29][C:27]([NH:28][CH:2]([C:4]2[N:13]([CH2:14][C:15]3[CH:20]=[CH:19][CH:18]=[CH:17][CH:16]=3)[C:12](=[O:21])[C:11]3[C:6](=[CH:7][CH:8]=[CH:9][CH:10]=3)[N:5]=2)[CH3:3])=[CH:26][CH:25]=1, predict the reactants needed to synthesize it. The reactants are: Br[CH:2]([C:4]1[N:13]([CH2:14][C:15]2[CH:20]=[CH:19][CH:18]=[CH:17][CH:16]=2)[C:12](=[O:21])[C:11]2[C:6](=[CH:7][CH:8]=[CH:9][CH:10]=2)[N:5]=1)[CH3:3].[CH3:22][O:23][C:24]1[CH:30]=[CH:29][C:27]([NH2:28])=[CH:26][CH:25]=1. (4) Given the product [Cl:37][C:34]1[CH:35]=[CH:36][C:31]([C@H:12]2[C@H:13]([OH:23])[C@@H:14]([OH:15])[C@H:9]([OH:8])[C@@H:10]([CH2:48][OH:49])[O:11]2)=[CH:32][C:33]=1[CH2:38][C:39]1[CH:40]=[C:41]2[C:45](=[CH:46][CH:47]=1)[CH2:44][CH2:43][CH2:42]2, predict the reactants needed to synthesize it. The reactants are: C([O:8][C@H:9]1[C@H:14]([O:15]CC2C=CC=CC=2)[C@@H:13]([O:23]CC2C=CC=CC=2)[C@H:12]([C:31]2[CH:36]=[CH:35][C:34]([Cl:37])=[C:33]([CH2:38][C:39]3[CH:40]=[C:41]4[C:45](=[CH:46][CH:47]=3)[CH2:44][CH2:43][CH2:42]4)[CH:32]=2)[O:11][C@@H:10]1[CH2:48][O:49]CC1C=CC=CC=1)C1C=CC=CC=1.CO. (5) Given the product [CH3:1][C:2]1[CH:9]=[CH:8][C:5]([CH2:6][O:7][C:10](=[O:16])[CH2:11][CH2:12][C:13]([OH:15])=[O:14])=[CH:4][CH:3]=1, predict the reactants needed to synthesize it. The reactants are: [CH3:1][C:2]1[CH:9]=[CH:8][C:5]([CH2:6][OH:7])=[CH:4][CH:3]=1.[C:10]1(=[O:16])[O:15][C:13](=[O:14])[CH2:12][CH2:11]1.C(=O)([O-])[O-].[Cs+].[Cs+]. (6) Given the product [CH:1]1([C:4]2[C:5]([N:24]3[CH2:25][CH2:26][NH:27][CH2:28][CH2:29]3)=[C:6]3[C:12]([O:13][CH3:14])=[N:11][N:10]([CH2:15][C:16]4[CH:17]=[CH:18][C:19]([O:22][CH3:23])=[CH:20][CH:21]=4)[C:7]3=[N:8][CH:9]=2)[CH2:2][CH2:3]1, predict the reactants needed to synthesize it. The reactants are: [CH:1]1([C:4]2[C:5]([N:24]3[CH2:29][CH2:28][N:27](C(OC(C)(C)C)=O)[CH2:26][CH2:25]3)=[C:6]3[C:12]([O:13][CH3:14])=[N:11][N:10]([CH2:15][C:16]4[CH:21]=[CH:20][C:19]([O:22][CH3:23])=[CH:18][CH:17]=4)[C:7]3=[N:8][CH:9]=2)[CH2:3][CH2:2]1.C(O)(C(F)(F)F)=O. (7) Given the product [C:33]([C:2]1[N:7]=[CH:6][C:5]2[C:8]([C:29]([O:31][CH3:32])=[O:30])=[N:9][N:10]([C:11]3[CH:16]=[CH:15][CH:14]=[C:13]([C:17]#[C:18][C:19]4([OH:28])[C:23]5=[N:24][CH:25]=[CH:26][CH:27]=[C:22]5[CH2:21][CH2:20]4)[CH:12]=3)[C:4]=2[CH:3]=1)#[N:34], predict the reactants needed to synthesize it. The reactants are: Cl[C:2]1[N:7]=[CH:6][C:5]2[C:8]([C:29]([O:31][CH3:32])=[O:30])=[N:9][N:10]([C:11]3[CH:16]=[CH:15][CH:14]=[C:13]([C:17]#[C:18][C:19]4([OH:28])[C:23]5=[N:24][CH:25]=[CH:26][CH:27]=[C:22]5[CH2:21][CH2:20]4)[CH:12]=3)[C:4]=2[CH:3]=1.[CH3:33][N:34](C=O)C.